Dataset: Full USPTO retrosynthesis dataset with 1.9M reactions from patents (1976-2016). Task: Predict the reactants needed to synthesize the given product. (1) Given the product [CH3:16][O:12][C:2]1[CH:9]=[CH:8][CH:7]=[C:6]2[C:3]=1[C:4]([NH2:5])=[N:13][NH:14]2, predict the reactants needed to synthesize it. The reactants are: F[C:2]1[CH:9]=[CH:8][CH:7]=[C:6](OC)[C:3]=1[C:4]#[N:5].[OH2:12].[NH2:13][NH2:14].O.[CH2:16](O)CCC. (2) The reactants are: [CH3:1][CH2:2][CH2:3][CH2:4][CH2:5][O:6][C:7]1[CH:12]=[CH:11][C:10]([C:13]2[CH:18]=[CH:17][C:16]([C:19]3[CH:24]=[CH:23][C:22]([C:25]([NH:27][C@@H:28]4[C:59](=[O:60])[NH:58][CH:57]([C@H:61]([OH:63])[CH3:62])[C:55](=[O:56])[N:54]5[C@@H:50]([CH2:51][C@@H:52]([OH:64])[CH2:53]5)[C:48](=[O:49])[NH:47][CH:46]([C@H:65]([OH:75])[C@@H:66]([OH:74])[C:67]5[CH:72]=[CH:71][C:70]([OH:73])=[CH:69][CH:68]=5)[C:44](=[O:45])[NH:43][C@@H:42]([C@H:76]([OH:78])[CH3:77])[C:40](=[O:41])[N:39]5[C@@H:35]([C@@H:36]([OH:80])[C@@H:37]([CH3:79])[CH2:38]5)[C:33](=[O:34])[NH:32][C@H:31]([O:81][CH2:82][CH2:83][N+:84]([CH3:87])([CH3:86])[CH3:85])[C@H:30]([OH:88])[CH2:29]4)=[O:26])=[CH:21][CH:20]=3)=[CH:15][CH:14]=2)=[CH:9][CH:8]=1.N([O-])=O.[Na+].[C:93](#N)C.[CH:96]([O-:98])=[O:97]. Given the product [CH3:1][CH2:2][CH2:3][CH2:4][CH2:5][O:6][C:7]1[CH:8]=[CH:9][C:10]([C:13]2[CH:18]=[CH:17][C:16]([C:19]3[CH:24]=[CH:23][C:22]([C:25]([NH:27][C@@H:28]4[C:59](=[O:60])[NH:58][C@@H:57]([C@H:61]([OH:63])[CH3:62])[C:55](=[O:56])[N:54]5[C@@H:50]([CH2:51][C@@H:52]([OH:64])[CH2:53]5)[C:48](=[O:49])[NH:47][CH:46]([C@H:65]([OH:75])[C@@H:66]([OH:74])[C:67]5[CH:68]=[CH:69][C:70]([OH:73])=[CH:71][CH:72]=5)[C:44](=[O:45])[NH:43][C@@H:42]([C@H:76]([OH:78])[CH3:77])[C:40](=[O:41])[N:39]5[C@@H:35]([C@@H:36]([OH:80])[C@@H:37]([CH3:79])[CH2:38]5)[C:33](=[O:34])[NH:32][C@H:31]([O:81][CH2:82][CH2:83][N+:84]([CH3:87])([CH3:86])[CH3:85])[C@H:30]([OH:88])[CH2:29]4)=[O:26])=[CH:21][CH:20]=3)=[CH:15][CH:14]=2)=[CH:11][CH:12]=1.[CH3:93][C:96]([O-:98])=[O:97], predict the reactants needed to synthesize it. (3) Given the product [CH2:1]([O:8][C:9]1[CH:14]=[CH:13][C:12]([C:15]2[O:29][C:20]3[C:19]([C:17](=[O:18])[C:16]=2[OH:34])=[CH:24][CH:23]=[C:22]([O:25][CH2:26][O:27][CH3:28])[CH:21]=3)=[CH:11][C:10]=1[O:30][CH2:31][O:32][CH3:33])[C:2]1[CH:7]=[CH:6][CH:5]=[CH:4][CH:3]=1, predict the reactants needed to synthesize it. The reactants are: [CH2:1]([O:8][C:9]1[CH:14]=[CH:13][C:12](/[CH:15]=[CH:16]/[C:17]([C:19]2[CH:24]=[CH:23][C:22]([O:25][CH2:26][O:27][CH3:28])=[CH:21][C:20]=2[OH:29])=[O:18])=[CH:11][C:10]=1[O:30][CH2:31][O:32][CH3:33])[C:2]1[CH:7]=[CH:6][CH:5]=[CH:4][CH:3]=1.[OH-:34].[Na+].OO. (4) Given the product [CH2:20]([CH:13]([CH2:14][CH2:15][CH2:16][CH2:17][CH2:18][CH3:19])[C:12]([OH:23])=[O:35])[CH:21]=[CH2:22], predict the reactants needed to synthesize it. The reactants are: OO.O.[OH-].[Li+].C(OC(N([C@@H](C1C=CC=C(OC)C=1)C)[C:12](=[O:23])[CH:13]([CH2:20][CH:21]=[CH2:22])[CH2:14][CH2:15][CH2:16][CH2:17][CH2:18][CH3:19])=O)C.S([O-])([O-])=[O:35].[Na+].[Na+].